Dataset: Reaction yield outcomes from USPTO patents with 853,638 reactions. Task: Predict the reaction yield, written as a fraction of the theoretical maximum amount of product (1.0 means a 100% yield; for example, 0.34 means a 34% yield). (1) The reactants are [F:1][C:2]1[CH:10]=[CH:9][CH:8]=[C:7]2[C:3]=1[CH:4]=[C:5]([C:11]1[C:12](=[O:44])[N:13]([CH3:43])[CH:14]=[C:15]([C:17]3[C:18]([N:37]([CH3:42])[S:38]([CH3:41])(=[O:40])=[O:39])=[CH:19][C:20]4[O:24][C:23]([C:25]5[CH:30]=[CH:29][C:28]([F:31])=[CH:27][CH:26]=5)=[C:22]([C:32]([NH:34][CH3:35])=[O:33])[C:21]=4[CH:36]=3)[N:16]=1)[NH:6]2.CI.[C:47]([O-])([O-])=O.[Cs+].[Cs+]. The catalyst is CN(C=O)C. The product is [F:1][C:2]1[CH:10]=[CH:9][CH:8]=[C:7]2[C:3]=1[CH:4]=[C:5]([C:11]1[C:12](=[O:44])[N:13]([CH3:43])[CH:14]=[C:15]([C:17]3[C:18]([N:37]([CH3:42])[S:38]([CH3:41])(=[O:40])=[O:39])=[CH:19][C:20]4[O:24][C:23]([C:25]5[CH:26]=[CH:27][C:28]([F:31])=[CH:29][CH:30]=5)=[C:22]([C:32]([NH:34][CH3:35])=[O:33])[C:21]=4[CH:36]=3)[N:16]=1)[N:6]2[CH3:47]. The yield is 0.750. (2) The reactants are COC1C=C(OC)C=CC=1C[N:6]([C:31]1[S:35][N:34]=[CH:33][N:32]=1)[S:7]([C:10]1[CH:15]=[C:14]([F:16])[C:13]([O:17][C@@H:18]2[CH2:23][CH2:22][CH2:21][CH2:20][C@H:19]2[C:24]2[CH:29]=[CH:28][CH:27]=[CH:26][CH:25]=2)=[CH:12][C:11]=1[F:30])(=[O:9])=[O:8].C([SiH](CC)CC)C.FC(F)(F)C(O)=O. The catalyst is ClCCl. The product is [F:30][C:11]1[CH:12]=[C:13]([O:17][C@@H:18]2[CH2:23][CH2:22][CH2:21][CH2:20][C@H:19]2[C:24]2[CH:25]=[CH:26][CH:27]=[CH:28][CH:29]=2)[C:14]([F:16])=[CH:15][C:10]=1[S:7]([NH:6][C:31]1[S:35][N:34]=[CH:33][N:32]=1)(=[O:9])=[O:8]. The yield is 0.990. (3) The yield is 0.870. The reactants are [C:1]([O:5][C:6](=[O:49])[NH:7][CH:8]([C:21](=[O:48])[N:22]([CH:34]([C:36]1[NH:37][CH:38]=[C:39]([C:41]2[CH:46]=[CH:45][CH:44]=[C:43](Br)[CH:42]=2)[N:40]=1)[CH3:35])[CH2:23][C:24]1[CH:29]=[CH:28][C:27]([O:30][CH3:31])=[C:26]([O:32][CH3:33])[CH:25]=1)[CH2:9][C:10]1[C:15]([CH3:16])=[CH:14][C:13]([C:17](=[O:19])[NH2:18])=[CH:12][C:11]=1[CH3:20])([CH3:4])([CH3:3])[CH3:2].[C:50]([O-])([O-:52])=[O:51].[K+].[K+]. The product is [C:1]([O:5][C:6]([NH:7][CH:8]([CH2:9][C:10]1[C:15]([CH3:16])=[CH:14][C:13]([C:17](=[O:19])[NH2:18])=[CH:12][C:11]=1[CH3:20])[C:21]([N:22]([CH2:23][C:24]1[CH:29]=[CH:28][C:27]([O:30][CH3:31])=[C:26]([O:32][CH3:33])[CH:25]=1)[CH:34]([C:36]1[NH:37][CH:38]=[C:39]([C:41]2[CH:42]=[C:43]([CH:44]=[CH:45][CH:46]=2)[C:50]([OH:52])=[O:51])[N:40]=1)[CH3:35])=[O:48])=[O:49])([CH3:4])([CH3:3])[CH3:2]. The catalyst is CN(C=O)C.CC([O-])=O.CC([O-])=O.[Pd+2].[CH-]1C(P(C2C=CC=CC=2)C2C=CC=CC=2)=CC=C1.[CH-]1C(P(C2C=CC=CC=2)C2C=CC=CC=2)=CC=C1.[Fe+2].